From a dataset of Full USPTO retrosynthesis dataset with 1.9M reactions from patents (1976-2016). Predict the reactants needed to synthesize the given product. Given the product [C:1]([O:5][C:6](=[O:7])[NH:8][C:16]1[C:21]([O:22][CH3:23])=[CH:20][C:19]([Cl:24])=[C:18]([CH3:25])[C:17]=1[Br:26])([CH3:4])([CH3:2])[CH3:3], predict the reactants needed to synthesize it. The reactants are: [C:1]([O:5][C:6]([N:8]([C:16]1[C:21]([O:22][CH3:23])=[CH:20][C:19]([Cl:24])=[C:18]([CH3:25])[C:17]=1[Br:26])C(OC(C)(C)C)=O)=[O:7])([CH3:4])([CH3:3])[CH3:2].C(=O)([O-])[O-].[K+].[K+].